Predict the reaction yield, written as a fraction of the theoretical maximum amount of product (1.0 means a 100% yield; for example, 0.34 means a 34% yield). From a dataset of Reaction yield outcomes from USPTO patents with 853,638 reactions. (1) The yield is 0.710. The reactants are Br[C:2]1[C:3]([C:7]2[N:11]([S:12]([C:15]3[CH:16]=[N:17][CH:18]=[CH:19][CH:20]=3)(=[O:14])=[O:13])[CH:10]=[C:9]([CH2:21][N:22]([CH3:30])[C:23](=[O:29])[O:24][C:25]([CH3:28])([CH3:27])[CH3:26])[CH:8]=2)=[CH:4][S:5][CH:6]=1.[CH3:31][N:32](C)C=O. The catalyst is [C-]#N.[Zn+2].[C-]#N.C1C=CC([P]([Pd]([P](C2C=CC=CC=2)(C2C=CC=CC=2)C2C=CC=CC=2)([P](C2C=CC=CC=2)(C2C=CC=CC=2)C2C=CC=CC=2)[P](C2C=CC=CC=2)(C2C=CC=CC=2)C2C=CC=CC=2)(C2C=CC=CC=2)C2C=CC=CC=2)=CC=1. The product is [C:31]([C:2]1[C:3]([C:7]2[N:11]([S:12]([C:15]3[CH:16]=[N:17][CH:18]=[CH:19][CH:20]=3)(=[O:14])=[O:13])[CH:10]=[C:9]([CH2:21][N:22]([CH3:30])[C:23](=[O:29])[O:24][C:25]([CH3:28])([CH3:27])[CH3:26])[CH:8]=2)=[CH:4][S:5][CH:6]=1)#[N:32]. (2) The reactants are C([O:5][C:6](=[O:45])[CH:7]([NH:20][C:21]([C:23]1[CH:24]=[N:25][N:26]2[C:31]([CH:32]3[CH2:37][CH2:36][CH2:35][CH2:34][CH2:33]3)=[C:30]([C:38]3[CH:43]=[CH:42][C:41]([F:44])=[CH:40][CH:39]=3)[CH:29]=[N:28][C:27]=12)=[O:22])[CH2:8][C:9]1[CH:14]=[CH:13][C:12]([O:15]C(C)(C)C)=[CH:11][CH:10]=1)(C)(C)C.FC(F)(F)C(O)=O. The catalyst is O. The product is [CH:32]1([C:31]2[N:26]3[N:25]=[CH:24][C:23]([C:21]([NH:20][CH:7]([CH2:8][C:9]4[CH:10]=[CH:11][C:12]([OH:15])=[CH:13][CH:14]=4)[C:6]([OH:45])=[O:5])=[O:22])=[C:27]3[N:28]=[CH:29][C:30]=2[C:38]2[CH:43]=[CH:42][C:41]([F:44])=[CH:40][CH:39]=2)[CH2:37][CH2:36][CH2:35][CH2:34][CH2:33]1. The yield is 0.450. (3) The reactants are [C:1]([NH2:5])([CH3:4])([CH3:3])[CH3:2].CN(C(ON1N=NC2C=CC=NC1=2)=[N+](C)C)C.F[P-](F)(F)(F)(F)F.CCN(C(C)C)C(C)C.[Si]([O:46][CH2:47][CH2:48][N:49]([C:54]1[C:73]([C:74]2[CH:75]=[C:76]([CH:80]=[CH:81][CH:82]=2)[C:77](O)=[O:78])=[CH:72][C:57]2[C:58]([C:68](=[O:71])[NH:69][CH3:70])=[C:59]([C:61]3[CH:66]=[CH:65][C:64]([F:67])=[CH:63][CH:62]=3)[O:60][C:56]=2[CH:55]=1)[S:50]([CH3:53])(=[O:52])=[O:51])(C(C)(C)C)(C)C. The catalyst is CN(C=O)C.CCOC(C)=O. The product is [C:1]([NH:5][C:77]([C:76]1[CH:75]=[C:74]([C:73]2[C:54]([N:49]([CH2:48][CH2:47][OH:46])[S:50]([CH3:53])(=[O:51])=[O:52])=[CH:55][C:56]3[O:60][C:59]([C:61]4[CH:66]=[CH:65][C:64]([F:67])=[CH:63][CH:62]=4)=[C:58]([C:68]([NH:69][CH3:70])=[O:71])[C:57]=3[CH:72]=2)[CH:82]=[CH:81][CH:80]=1)=[O:78])([CH3:4])([CH3:3])[CH3:2]. The yield is 0.230. (4) The yield is 0.590. The product is [N:31]1([C:35]([C:37]2[CH:38]=[CH:39][C:40]([O:1][C:2]3[CH:3]=[C:4]([C:14]4[NH:15][C:16]([C:19]5[S:20][CH:21]=[CH:22][N:23]=5)=[CH:17][CH:18]=4)[CH:5]=[C:6]([O:8][C@@H:9]([CH3:13])[CH2:10][O:11][CH3:12])[CH:7]=3)=[N:41][CH:42]=2)=[O:36])[CH2:34][CH2:33][CH2:32]1. The reactants are [OH:1][C:2]1[CH:3]=[C:4]([C:14]2[N:15](C(OC(C)(C)C)=O)[C:16]([C:19]3[S:20][CH:21]=[CH:22][N:23]=3)=[CH:17][CH:18]=2)[CH:5]=[C:6]([O:8][C@@H:9]([CH3:13])[CH2:10][O:11][CH3:12])[CH:7]=1.[N:31]1([C:35]([C:37]2[CH:38]=[CH:39][C:40](Cl)=[N:41][CH:42]=2)=[O:36])[CH2:34][CH2:33][CH2:32]1.[H-].[Na+].Cl. The catalyst is CS(C)=O.